Dataset: Reaction yield outcomes from USPTO patents with 853,638 reactions. Task: Predict the reaction yield, written as a fraction of the theoretical maximum amount of product (1.0 means a 100% yield; for example, 0.34 means a 34% yield). The reactants are C[O:2][C:3]([C:5]1[CH:10]=[CH:9][CH:8]=[C:7]([N+:11]([O-])=O)[C:6]=1[CH:14](C(OC)=O)[C:15]([O:17]C)=O)=[O:4]. The catalyst is Cl. The product is [C:3]([C:5]1[CH:10]=[CH:9][CH:8]=[C:7]2[C:6]=1[CH2:14][C:15](=[O:17])[NH:11]2)([OH:2])=[O:4]. The yield is 0.370.